Dataset: Forward reaction prediction with 1.9M reactions from USPTO patents (1976-2016). Task: Predict the product of the given reaction. Given the reactants Br[C:2]1[CH:3]=[C:4]([S:8]([CH2:11][C:12]([NH2:14])=[O:13])(=[O:10])=[O:9])[CH:5]=[N:6][CH:7]=1.[B:15]1([B:15]2[O:19][C:18]([CH3:21])([CH3:20])[C:17]([CH3:23])([CH3:22])[O:16]2)[O:19][C:18]([CH3:21])([CH3:20])[C:17]([CH3:23])([CH3:22])[O:16]1.C([O-])(=O)C.[K+], predict the reaction product. The product is: [CH3:22][C:17]1([CH3:23])[C:18]([CH3:21])([CH3:20])[O:19][B:15]([C:2]2[CH:3]=[C:4]([S:8]([CH2:11][C:12]([NH2:14])=[O:13])(=[O:10])=[O:9])[CH:5]=[N:6][CH:7]=2)[O:16]1.